From a dataset of Full USPTO retrosynthesis dataset with 1.9M reactions from patents (1976-2016). Predict the reactants needed to synthesize the given product. (1) Given the product [CH2:23]([O:30][C:31]1[CH:60]=[CH:59][C:34]([C:35]([C:37]2[N:38]([S:49]([C:52]3[CH:53]=[CH:54][C:55]([CH3:56])=[CH:57][CH:58]=3)(=[O:51])=[O:50])[CH:39]=[CH:40][C:41]=2[N:42]2[CH:46]=[CH:45][CH:44]=[C:43]2[CH:47]([C:12]2[CH:13]=[CH:14][C:9]([O:8][CH2:1][C:2]3[CH:3]=[CH:4][CH:5]=[CH:6][CH:7]=3)=[CH:10][C:11]=2[O:16][CH3:17])[OH:48])=[O:36])=[C:33]([O:61][CH3:62])[CH:32]=1)[C:24]1[CH:29]=[CH:28][CH:27]=[CH:26][CH:25]=1, predict the reactants needed to synthesize it. The reactants are: [CH2:1]([O:8][C:9]1[CH:14]=[CH:13][C:12](Br)=[C:11]([O:16][CH3:17])[CH:10]=1)[C:2]1[CH:7]=[CH:6][CH:5]=[CH:4][CH:3]=1.[Li]CCCC.[CH2:23]([O:30][C:31]1[CH:60]=[CH:59][C:34]([C:35]([C:37]2[N:38]([S:49]([C:52]3[CH:58]=[CH:57][C:55]([CH3:56])=[CH:54][CH:53]=3)(=[O:51])=[O:50])[CH:39]=[CH:40][C:41]=2[N:42]2[CH:46]=[CH:45][CH:44]=[C:43]2[CH:47]=[O:48])=[O:36])=[C:33]([O:61][CH3:62])[CH:32]=1)[C:24]1[CH:29]=[CH:28][CH:27]=[CH:26][CH:25]=1. (2) The reactants are: [C:1]([CH2:4][CH2:5][C:6]([O:8][CH:9]1[CH2:18][CH:17]([CH3:19])[CH2:16][C:15]2[N:14]=[N:13][C:12]([C:20]3[CH:25]=[CH:24][CH:23]=[C:22]([C:26]([F:29])([F:28])[F:27])[CH:21]=3)=[CH:11][C:10]1=2)=[O:7])([OH:3])=[O:2].[CH3:30][Si](C=[N+]=[N-])(C)C. Given the product [CH3:30][O:2][C:1]([CH2:4][CH2:5][C:6]([O:8][CH:9]1[CH2:18][CH:17]([CH3:19])[CH2:16][C:15]2[N:14]=[N:13][C:12]([C:20]3[CH:25]=[CH:24][CH:23]=[C:22]([C:26]([F:27])([F:28])[F:29])[CH:21]=3)=[CH:11][C:10]1=2)=[O:7])=[O:3], predict the reactants needed to synthesize it. (3) Given the product [O:11]=[C:4]1[C:5]2[C:10](=[CH:9][CH:8]=[CH:7][CH:6]=2)[C:2](=[O:1])[N:3]1[CH2:12][CH2:13][N:14]1[C:23]2[C:18](=[N:19][CH:20]=[C:21]([CH2:24][C:25]3[CH:26]=[CH:27][C:28]([F:31])=[CH:29][CH:30]=3)[CH:22]=2)[C:17]([OH:32])=[C:16]([C:33]([NH:48][CH2:47][CH2:46][CH2:45][N:39]2[CH2:44][CH2:43][O:42][CH2:41][CH2:40]2)=[O:34])[C:15]1=[O:38].[N:39]1([CH2:45][CH2:46][CH2:47][NH2:48])[CH2:44][CH2:43][O:42][CH2:41][CH2:40]1, predict the reactants needed to synthesize it. The reactants are: [O:1]=[C:2]1[C:10]2[C:5](=[CH:6][CH:7]=[CH:8][CH:9]=2)[C:4](=[O:11])[N:3]1[CH2:12][CH2:13][N:14]1[C:23]2[C:18](=[N:19][CH:20]=[C:21]([CH2:24][C:25]3[CH:30]=[CH:29][C:28]([F:31])=[CH:27][CH:26]=3)[CH:22]=2)[C:17]([OH:32])=[C:16]([C:33](OCC)=[O:34])[C:15]1=[O:38].[N:39]1([CH2:45][CH2:46][CH2:47][NH2:48])[CH2:44][CH2:43][O:42][CH2:41][CH2:40]1. (4) Given the product [F:9][C:10]1[CH:11]=[N:12][CH:13]=[C:14]([F:16])[C:15]=1[CH:17]=[O:18], predict the reactants needed to synthesize it. The reactants are: [Li+].CC([N-]C(C)C)C.[F:9][C:10]1[CH:11]=[N:12][CH:13]=[C:14]([F:16])[CH:15]=1.[CH:17](OC)=[O:18].C([O-])(O)=O.[Na+]. (5) Given the product [CH3:1][N:2]1[C:7](=[O:8])[CH2:6][O:5][C:4]2[CH:9]=[CH:10][C:11]([CH2:13][N:14]3[CH:18]=[C:17]([C:19]([OH:21])=[O:20])[CH:16]=[N:15]3)=[CH:12][C:3]1=2, predict the reactants needed to synthesize it. The reactants are: [CH3:1][N:2]1[C:7](=[O:8])[CH2:6][O:5][C:4]2[CH:9]=[CH:10][C:11]([CH2:13][N:14]3[CH:18]=[C:17]([C:19]([O:21]CC)=[O:20])[CH:16]=[N:15]3)=[CH:12][C:3]1=2. (6) Given the product [CH2:1]([N:3]1[C:15]2[C:16]3[CH:17]=[CH:18][CH:19]=[CH:20][C:21]=3[O:22][C:23]3([CH2:28][CH2:27][N:26]([C:29]([O:31][CH2:32][C:33]4[CH:38]=[CH:37][CH:36]=[CH:35][CH:34]=4)=[O:30])[CH2:25][CH2:24]3)[C:14]=2[CH:13]=[N:4]1)[CH3:2], predict the reactants needed to synthesize it. The reactants are: [CH2:1]([N:3](C(OC(C)(C)C)=O)[NH2:4])[CH3:2].O[CH:13]=[C:14]1[C:23]2([CH2:28][CH2:27][N:26]([C:29]([O:31][CH2:32][C:33]3[CH:38]=[CH:37][CH:36]=[CH:35][CH:34]=3)=[O:30])[CH2:25][CH2:24]2)[O:22][C:21]2[C:16](=[CH:17][CH:18]=[CH:19][CH:20]=2)[C:15]1=O.C(O)(C(F)(F)F)=O.NN. (7) Given the product [F:53][C:54]1[CH:55]=[C:56]([CH:68]=[C:69]([F:71])[CH:70]=1)[CH2:57][C:58]1[CH:59]=[C:60]2[C:64](=[CH:65][CH:66]=1)[NH:63][N:62]=[C:61]2[NH:67][C:20](=[O:21])[C:19]1[CH:23]=[CH:24][C:16]([O:15][CH2:14][C@@H:10]2[CH2:11][CH2:12][CH2:13][N:9]2[CH3:8])=[CH:17][C:18]=1[NH:25][CH:32]1[CH2:33][CH2:34][O:35][CH2:36][CH2:37]1, predict the reactants needed to synthesize it. The reactants are: FC(F)(F)C(O)=O.[CH3:8][N:9]1[CH2:13][CH2:12][CH2:11][C@H:10]1[CH2:14][O:15][C:16]1[CH:24]=[CH:23][C:19]([C:20](O)=[O:21])=[C:18]([N:25]([CH:32]2[CH2:37][CH2:36][O:35][CH2:34][CH2:33]2)C(=O)C(F)(F)F)[CH:17]=1.C(Cl)(=O)C(Cl)=O.CCN(C(C)C)C(C)C.[F:53][C:54]1[CH:55]=[C:56]([CH:68]=[C:69]([F:71])[CH:70]=1)[CH2:57][C:58]1[CH:59]=[C:60]2[C:64](=[CH:65][CH:66]=1)[NH:63][N:62]=[C:61]2[NH2:67]. (8) The reactants are: [O:1]=[CH:2][CH:3]=[C:4]1[O:10][CH:9]2[N:6]([C:7](=[O:11])[CH2:8]2)[CH2:5]1.O=CC=C1OC2N(C(=O)C2)C1C(OCC1C=CC=CC=1)=O. Given the product [O:1]=[CH:2]/[CH:3]=[C:4]1\[CH2:5][N:6]2[CH:9]([O:10]\1)[CH2:8][C:7]2=[O:11], predict the reactants needed to synthesize it.